Dataset: TCR-epitope binding with 47,182 pairs between 192 epitopes and 23,139 TCRs. Task: Binary Classification. Given a T-cell receptor sequence (or CDR3 region) and an epitope sequence, predict whether binding occurs between them. The epitope is SGPLKAEIAQRLED. The TCR CDR3 sequence is CASSLEGARGPNQPQHF. Result: 1 (the TCR binds to the epitope).